This data is from Experimentally validated miRNA-target interactions with 360,000+ pairs, plus equal number of negative samples. The task is: Binary Classification. Given a miRNA mature sequence and a target amino acid sequence, predict their likelihood of interaction. (1) The miRNA is hsa-miR-6847-3p with sequence GGCUCAUGUGUCUGUCCUCUUC. The protein sequence of the target gene is MEEPTAVEGQVQLPSPHQGSLRKAVAAALALDGESTMGHRKKKRKESRPESIIIYRSDNEKTDEEPGESEGGDQPKEEEGDDFLDYPVDDDMWNLPLDSRYVTLTGTITRGKKKGQMVDIHVTLTEKELQELTKPKESSRETTPEGRMACQMGADRGPHVVLWTLICLPVVFILSFVVSFYYGTITWYNIFLVYNEERTFWHKISYCPCLVLFYPVLIMAMASSLGLYAAVVQLSWSWEAWWQAARDMEKGFCGWLCSKLGLEDCSPYSIVELLESDNISSTLSNKDPIQEVETSTV. Result: 1 (interaction). (2) The miRNA is mmu-miR-669m-3p with sequence AUAUACAUCCACACAAACAUAU. The protein sequence of the target gene is MPFAAVDIQDDCGSPDVPQANPKRSKEEEEDRGDKNDHVKKRKKAKKDYQPNYFLSIPITNKKITTGIKVLQNSILQQDKRLTKAMVGDGSFHITLLVMQLLNEDEVNIGTDALLELKPFVEEILEGKHLALPFQGIGTFQGQVGFVKLADGDHVSALLEIAETAKRTFREKGILAGESRTFKPHLTFMKLSKAPMLRKKGVRKIEPGLYEQFIDHRFGEELLYQIDLCSMLKKKQSNGYYHCESSIVIGEKDRREPEDAELVRLSKRLVENAVLKAVQQYLEETQNKKQPGEGNSTKAE.... Result: 1 (interaction). (3) The miRNA is rno-miR-200a-3p with sequence UAACACUGUCUGGUAACGAUGU. The protein sequence of the target gene is MAGKLRKSHIPGVSIWQLVEEIPEGCSTPDFEQKPVTSALPEGKNAVFRAVVCGEPRPEVRWQNSKGDLSDSSKYKISSSPGSKEHVLQINKLTGEDTDLYRCTAVNAYGEAACSVRLTVIEVGFRKNRKRHREPQEDLRKELMDFRKLLKKRAPPAPKKKMDLEQIWQLLMTADRKDYEKICLKYGIVDYRGMLRRLQEMKKEQEDKMAQYINTISSLRHIRVTKDGNAKFDLELDLKDSQSKIYLYKDGEMIPYGFNNQTKHCLRRLGKRYEFQIQDLRPEDSGIYQVKVEDAVVFST.... Result: 0 (no interaction). (4) The miRNA is mmu-miR-5112 with sequence UAGCUCAGCGGGAGAGCAC. The protein sequence of the target gene is MAFPVDMLENCSHEELENSAEDYMSDLRCGDPENPECFSLLNITIPISLSNVGFVPLYGGDQTQKILALFAPEDSLTAVALYLADQWWAIDDIVKTSVPSREGLKQVSTLGERVVLYVLNRIIYRKQEMERNEIPFLCHSSTDYAKILWKKGEAIGFYSVKPTGSICASFLTQSYQLPVLDTMFLRKKYRGKDFGLHMLEDFVDSFTEDALGLRYPLSSLMYTACKQYFEKYPGDHELLWEVEGVGHWYQRIPVTRALQREALKILALSQNEPKRPMSGEYGPASVPEYEARTEDNQSSE.... Result: 0 (no interaction). (5) The miRNA is mmu-miR-7229-3p with sequence UACACAGACCAGUGACUUUCUGCA. The protein sequence of the target gene is MLSATRRACQLLLLHSLFPVPRMGNSASNIVSPQEALPGRKEQTPVAAKHHVNGNRTVEPFPEGTQMAVFGMGCFWGAERKFWVLKGVYSTQVGFAGGYTSNPTYKEVCSEKTGHAEVVRVVYQPEHMSFEELLKVFWENHDPTQGMRQGNDHGTQYRSAIYPTSAKQMEAALSSKENYQKVLSEHGFGPITTDIREGQTFYYAEDYHQQYLSKNPNGYCGLGGTGVSCPVGIKK. Result: 0 (no interaction). (6) The miRNA is mmu-miR-3072-3p with sequence UGCCCCCUCCAGGAAGCCUUCU. The protein sequence of the target gene is MESGAYGAAKAGGSFDLRRFLTQPQVVARAVCLVFALIVFSCIYGEGYSNAHESKQMYCVFNRNEDACRYGSAIGVLAFLASAFFLVVDAYFPQISNATDRKYLVIGDLLFSALWTFLWFVGFCFLTNQWAVTNPKDVLVGADSVRAAITFSFFSIFSWGVLASLAYQRYKAGVDDFIQNYVDPTPDPNTAYASYPGASVDNYQQPPFTQNAETTEGYQPPPVY. Result: 0 (no interaction). (7) The miRNA is hsa-miR-1910-5p with sequence CCAGUCCUGUGCCUGCCGCCU. The protein sequence of the target gene is MSEKEGMSEVLEDTISQFRKESRSQSMKEPGFIKETSNLINEASDYLEGKSSNQIYETHPRQNTLESTSSSGRKSKRNEEQKKNLQFSETSTRTGTSQSLSSLTGRTAEYQALVNFLSHETVGEVSPQVSEENQKQLGLGADNFTVNLEAKGLQEFPKDILKIKYVKYLYLDKNQIKTFQGADSGDLLGLEILSLQENGLSSLPSEIQLLHNLRILNVSHNHISHIPKEISQLGNIRQLFFYNNYIENFPSDLECLGNLEILSLGKNKLRHIPDTLPSLKTLRVLNLEYNQLTTFPKALC.... Result: 0 (no interaction).